From a dataset of Reaction yield outcomes from USPTO patents with 853,638 reactions. Predict the reaction yield, written as a fraction of the theoretical maximum amount of product (1.0 means a 100% yield; for example, 0.34 means a 34% yield). (1) The reactants are [C:1]([O:5][C:6]([N:8]1[CH2:11][CH:10]([O:12][C:13]2[CH:18]=[C:17]([Cl:19])[CH:16]=[C:15]([F:20])[C:14]=2C=O)[CH2:9]1)=[O:7])([CH3:4])([CH3:3])[CH3:2].C1C=C(Cl)C=C(C(OO)=[O:31])C=1.S(=O)(O)[O-].[Na+]. The catalyst is C(Cl)Cl. The product is [C:1]([O:5][C:6]([N:8]1[CH2:11][CH:10]([O:12][C:13]2[CH:18]=[C:17]([Cl:19])[CH:16]=[C:15]([F:20])[C:14]=2[OH:31])[CH2:9]1)=[O:7])([CH3:4])([CH3:3])[CH3:2]. The yield is 0.460. (2) The reactants are CO[CH:3](OC)[N:4]([CH3:6])[CH3:5].[NH2:9][C:10]1[CH:15]=[C:14]([CH2:16][C:17]2[C:22]([Cl:23])=[CH:21][CH:20]=[CH:19][C:18]=2[Cl:24])[N:13]=[C:12]([NH:25][C:26]2[CH:33]=[CH:32][C:29]([C:30]#[N:31])=[CH:28][CH:27]=2)[N:11]=1. No catalyst specified. The product is [C:30]([C:29]1[CH:32]=[CH:33][C:26]([NH:25][C:12]2[N:11]=[C:10]([N:9]=[CH:3][N:4]([CH3:6])[CH3:5])[CH:15]=[C:14]([CH2:16][C:17]3[C:22]([Cl:23])=[CH:21][CH:20]=[CH:19][C:18]=3[Cl:24])[N:13]=2)=[CH:27][CH:28]=1)#[N:31]. The yield is 0.420.